From a dataset of Catalyst prediction with 721,799 reactions and 888 catalyst types from USPTO. Predict which catalyst facilitates the given reaction. (1) Reactant: [CH:1]([N:14]1[CH2:17][C:16]([C:19]2[O:20][C:21]3[CH:28]=[CH:27][CH:26]=[CH:25][C:22]=3[C:23]=2[CH3:24])(O)[CH2:15]1)([C:8]1[CH:13]=[CH:12][CH:11]=[CH:10][CH:9]=1)[C:2]1[CH:7]=[CH:6][CH:5]=[CH:4][CH:3]=1.C([SiH](CC)CC)C.FC(F)(F)C(O)=O.B(F)(F)F.CCOCC. Product: [CH:1]([N:14]1[CH2:17][CH:16]([C:19]2[O:20][C:21]3[CH:28]=[CH:27][CH:26]=[CH:25][C:22]=3[C:23]=2[CH3:24])[CH2:15]1)([C:8]1[CH:9]=[CH:10][CH:11]=[CH:12][CH:13]=1)[C:2]1[CH:7]=[CH:6][CH:5]=[CH:4][CH:3]=1. The catalyst class is: 4. (2) Reactant: Cl[C:2]1[N:7]=[C:6]([Cl:8])[CH:5]=[CH:4][N:3]=1.[NH2:9][CH2:10][CH2:11][C:12]1[CH:17]=[CH:16][C:15]([OH:18])=[CH:14][CH:13]=1. Product: [Cl:8][C:6]1[CH:5]=[CH:4][N:3]=[C:2]([NH:9][CH2:10][CH2:11][C:12]2[CH:17]=[CH:16][C:15]([OH:18])=[CH:14][CH:13]=2)[N:7]=1. The catalyst class is: 3. (3) Reactant: Cl.Cl.Cl.[Cl:4][C:5]1[CH:6]=[N:7][C:8]2[NH:9][C:10]3[CH:11]=[N:12][CH:13]=[C:14]([CH:27]=3)[CH2:15][CH2:16][C:17]3[CH:25]=[C:21]([NH:22][C:23]=1[N:24]=2)[CH:20]=[CH:19][C:18]=3N.N([O-])=O.[Na+].[I-:32].[K+]. Product: [Cl:4][C:5]1[CH:6]=[N:7][C:8]2[NH:9][C:10]3[CH:11]=[N:12][CH:13]=[C:14]([CH:27]=3)[CH2:15][CH2:16][C:17]3[CH:25]=[C:21]([NH:22][C:23]=1[N:24]=2)[CH:20]=[CH:19][C:18]=3[I:32]. The catalyst class is: 445. (4) Reactant: [CH3:1][CH:2]1[C:10]2[C:5](=[CH:6][CH:7]=[C:8]([CH:11]=[O:12])[CH:9]=2)[C:4](=[O:13])[O:3]1.[CH2:14](O)[CH2:15][OH:16].C1(C)C=CC(S(O)(=O)=O)=CC=1. Product: [O:12]1[CH2:14][CH2:15][O:16][CH:11]1[C:8]1[CH:9]=[C:10]2[C:5](=[CH:6][CH:7]=1)[C:4](=[O:13])[O:3][CH:2]2[CH3:1]. The catalyst class is: 260. (5) Reactant: CS(C)=O.[CH3:5][O:6][C:7]1[CH:16]=[C:15]2[C:10]([C:11](Cl)=[CH:12][CH:13]=[N:14]2)=[CH:9][C:8]=1[C:18]([NH2:20])=[O:19].[Cl:21][C:22]1[CH:27]=[C:26]([OH:28])[CH:25]=[CH:24][C:23]=1[NH:29][C:30]([NH:32][CH:33]1[CH2:35][CH2:34]1)=[O:31].C(=O)([O-])[O-].[Cs+].[Cs+]. Product: [Cl:21][C:22]1[CH:27]=[C:26]([CH:25]=[CH:24][C:23]=1[NH:29][C:30]([NH:32][CH:33]1[CH2:34][CH2:35]1)=[O:31])[O:28][C:11]1[C:10]2[C:15](=[CH:16][C:7]([O:6][CH3:5])=[C:8]([C:18]([NH2:20])=[O:19])[CH:9]=2)[N:14]=[CH:13][CH:12]=1. The catalyst class is: 6. (6) Reactant: O.[OH-].[Li+].C[O:5][C:6](=[O:36])[CH2:7][C:8]1[C:17]([CH3:18])=[C:16]([C:19]2[CH:24]=[CH:23][C:22]([S:25]([C:28]3[CH:33]=[CH:32][C:31]([Cl:34])=[CH:30][CH:29]=3)(=[O:27])=[O:26])=[CH:21][CH:20]=2)[C:15]2[C:10](=[CH:11][CH:12]=[C:13]([Cl:35])[CH:14]=2)[CH:9]=1. Product: [Cl:35][C:13]1[CH:14]=[C:15]2[C:10](=[CH:11][CH:12]=1)[CH:9]=[C:8]([CH2:7][C:6]([OH:36])=[O:5])[C:17]([CH3:18])=[C:16]2[C:19]1[CH:20]=[CH:21][C:22]([S:25]([C:28]2[CH:29]=[CH:30][C:31]([Cl:34])=[CH:32][CH:33]=2)(=[O:27])=[O:26])=[CH:23][CH:24]=1. The catalyst class is: 20. (7) Reactant: N1C=CN=C1.[CH3:6][C:7]([Si:10](Cl)([CH3:12])[CH3:11])([CH3:9])[CH3:8].[CH3:14][N:15]([CH3:25])[CH2:16][CH2:17][C@H:18]([OH:24])[C:19]([O:21][CH2:22][CH3:23])=[O:20].O. Product: [Si:10]([O:24][C@@H:18]([CH2:17][CH2:16][N:15]([CH3:25])[CH3:14])[C:19]([O:21][CH2:22][CH3:23])=[O:20])([C:7]([CH3:9])([CH3:8])[CH3:6])([CH3:12])[CH3:11]. The catalyst class is: 31. (8) Reactant: [C:1]([C:3]1[C:4]([O:9][C:10]2[CH:11]=[CH:12][C:13]3[O:17][C:16]([CH:18]([NH:25][C:26]4[CH:31]=[CH:30][C:29]([C:32]([N:34]([CH3:42])[CH2:35][CH2:36][C:37]([O:39]CC)=[O:38])=[O:33])=[CH:28][CH:27]=4)[CH:19]4[CH2:24][CH2:23][CH2:22][CH2:21][CH2:20]4)=[C:15]([CH3:43])[C:14]=3[CH:44]=2)=[N:5][CH:6]=[CH:7][CH:8]=1)#[N:2].[OH-].[Na+]. Product: [C:1]([C:3]1[C:4]([O:9][C:10]2[CH:11]=[CH:12][C:13]3[O:17][C:16]([CH:18]([NH:25][C:26]4[CH:27]=[CH:28][C:29]([C:32]([N:34]([CH3:42])[CH2:35][CH2:36][C:37]([OH:39])=[O:38])=[O:33])=[CH:30][CH:31]=4)[CH:19]4[CH2:24][CH2:23][CH2:22][CH2:21][CH2:20]4)=[C:15]([CH3:43])[C:14]=3[CH:44]=2)=[N:5][CH:6]=[CH:7][CH:8]=1)#[N:2]. The catalyst class is: 199.